Dataset: Forward reaction prediction with 1.9M reactions from USPTO patents (1976-2016). Task: Predict the product of the given reaction. (1) Given the reactants C(O)C.[NH:4](C(OCC1C=CC=CC=1)=O)[C@H:5]([C:25]([O:27]CC1C=CC=CC=1)=[O:26])[CH2:6][CH2:7][C:8]([NH:10][C@H:11]([C:15]([O:17]CC1C=CC=CC=1)=[O:16])[CH2:12][CH2:13][CH3:14])=[O:9].[H][H], predict the reaction product. The product is: [NH2:4][C@H:5]([C:25]([OH:27])=[O:26])[CH2:6][CH2:7][C:8]([NH:10][C@H:11]([C:15]([OH:17])=[O:16])[CH2:12][CH2:13][CH3:14])=[O:9]. (2) Given the reactants [Cl:1][C:2]1[CH:3]=[CH:4][C:5]([CH2:8][O:9][C:10]2[CH:15]=[CH:14][N:13]([C:16]3[CH:17]=[CH:18][C:19]4[C:20]5[CH2:29][NH:28][CH2:27][CH2:26][C:21]=5[N:22]([CH3:25])[C:23]=4[CH:24]=3)[C:12](=[O:30])[CH:11]=2)=[N:6][CH:7]=1.[C:31]1(N)C(F)=C(F)C(F)=C(N)C=1F.[ClH:43].Cl, predict the reaction product. The product is: [ClH:1].[ClH:43].[Cl:1][C:2]1[CH:3]=[CH:4][C:5]([CH2:8][O:9][C:10]2[CH:15]=[CH:14][N:13]([C:16]3[CH:17]=[CH:18][C:19]4[C:20]5[CH2:29][N:28]([CH3:31])[CH2:27][CH2:26][C:21]=5[N:22]([CH3:25])[C:23]=4[CH:24]=3)[C:12](=[O:30])[CH:11]=2)=[N:6][CH:7]=1.